Predict which catalyst facilitates the given reaction. From a dataset of Catalyst prediction with 721,799 reactions and 888 catalyst types from USPTO. The catalyst class is: 2. Product: [C:1]([C:3]1[CH:8]=[CH:7][C:6]([S:9]([N:14]([CH3:13])[CH2:15][CH:16]=[O:17])(=[O:11])=[O:10])=[CH:5][CH:4]=1)#[N:2]. Reactant: [C:1]([C:3]1[CH:8]=[CH:7][C:6]([S:9](Cl)(=[O:11])=[O:10])=[CH:5][CH:4]=1)#[N:2].[CH3:13][NH:14][CH2:15][CH2:16][OH:17].C(N(CC)CC)C.